Dataset: Forward reaction prediction with 1.9M reactions from USPTO patents (1976-2016). Task: Predict the product of the given reaction. Given the reactants [Br:1][C:2]1[CH:7]=[CH:6][C:5]([O:8][CH2:9][CH2:10]Cl)=[C:4]([Cl:12])[CH:3]=1, predict the reaction product. The product is: [Br:1][C:2]1[CH:7]=[CH:6][C:5]([O:8][CH:9]=[CH2:10])=[C:4]([Cl:12])[CH:3]=1.